This data is from Reaction yield outcomes from USPTO patents with 853,638 reactions. The task is: Predict the reaction yield, written as a fraction of the theoretical maximum amount of product (1.0 means a 100% yield; for example, 0.34 means a 34% yield). (1) The reactants are [CH3:1][O:2]C1C2OC(CO)OC=2C=CC=1.CC[C@H]1[C@H]2C[C@H]([C@H](OC3C4C(=CC=CC=4)C(O[C@H](C4C=CN=C5C=4C=C(OC)C=C5)[C@@H]4N5C[C@H](CC)[C@@H](CC5)C4)=NN=3)C3C=CN=C4C=3C=C(OC)C=C4)N(CC2)C1.[CH2:72]([O:79][C:80]1[CH:85]=[C:84](OC)[CH:83]=[CH:82][C:81]=1[CH2:88][CH:89]([OH:92])[CH2:90][OH:91])[C:73]1[CH:78]=[CH:77][CH:76]=[CH:75][CH:74]=1. No catalyst specified. The product is [CH2:72]([O:79][C:80]1[C:85]([O:2][CH3:1])=[CH:84][CH:83]=[CH:82][C:81]=1[CH2:88][CH:89]([OH:92])[CH2:90][OH:91])[C:73]1[CH:74]=[CH:75][CH:76]=[CH:77][CH:78]=1. The yield is 0.990. (2) The reactants are [OH:1][C:2]1[CH:14]=[C:13]2[C:5]([C:6]3[CH:7]=[CH:8][C:9]([NH:15][C:16](=[O:22])[O:17][C:18]([CH3:21])([CH3:20])[CH3:19])=[CH:10][C:11]=3[NH:12]2)=[CH:4][CH:3]=1.C(=O)([O-])[O-].[K+].[K+].F[C:30]1[CH:35]=[CH:34][C:33]([N+:36]([O-:38])=[O:37])=[CH:32][CH:31]=1. The catalyst is CN(C=O)C.O. The product is [N+:36]([C:33]1[CH:34]=[CH:35][C:30]([O:1][C:2]2[CH:14]=[C:13]3[C:5]([C:6]4[CH:7]=[CH:8][C:9]([NH:15][C:16](=[O:22])[O:17][C:18]([CH3:19])([CH3:21])[CH3:20])=[CH:10][C:11]=4[NH:12]3)=[CH:4][CH:3]=2)=[CH:31][CH:32]=1)([O-:38])=[O:37]. The yield is 0.440. (3) The reactants are CC1(C)[O:6][CH:5]([C:7]2[CH:8]=[CH:9][C:10]([C:13](=O)[CH2:14][CH2:15][C:16](=O)[CH:17]([C:25]3[CH:30]=[CH:29][C:28]([S:31]([CH3:34])(=[O:33])=[O:32])=[CH:27][CH:26]=3)[CH2:18][CH:19]3[CH2:24][CH2:23][O:22][CH2:21][CH2:20]3)=[N:11][CH:12]=2)[CH2:4][O:3]1.C([O-])(=O)C.[NH4+:42].Cl. The catalyst is C(O)(=O)C.C(OCC)(=O)C.O1CCCC1. The product is [CH3:34][S:31]([C:28]1[CH:27]=[CH:26][C:25]([CH:17]([C:16]2[NH:42][C:13]([C:10]3[N:11]=[CH:12][C:7]([CH:5]([OH:6])[CH2:4][OH:3])=[CH:8][CH:9]=3)=[CH:14][CH:15]=2)[CH2:18][CH:19]2[CH2:20][CH2:21][O:22][CH2:23][CH2:24]2)=[CH:30][CH:29]=1)(=[O:33])=[O:32]. The yield is 0.780. (4) The reactants are [CH2:1]([C:3]1[N:4]=[C:5]([CH2:27][CH2:28][CH3:29])[N:6]([CH2:12][C:13]2[CH:18]=[CH:17][C:16]([C:19]3[C:20]([C:25]#[N:26])=[CH:21][CH:22]=[CH:23][CH:24]=3)=[CH:15][CH:14]=2)[C:7](=[O:11])[C:8]=1[CH:9]=O)[CH3:2].[NH:30]1[CH2:35][CH2:34][O:33][CH2:32][CH2:31]1.C(O[BH-](OC(=O)C)OC(=O)C)(=O)C.[Na+]. The catalyst is C(O)(=O)C.C(OCC)(=O)C. The product is [CH2:1]([C:3]1[N:4]=[C:5]([CH2:27][CH2:28][CH3:29])[N:6]([CH2:12][C:13]2[CH:18]=[CH:17][C:16]([C:19]3[C:20]([C:25]#[N:26])=[CH:21][CH:22]=[CH:23][CH:24]=3)=[CH:15][CH:14]=2)[C:7](=[O:11])[C:8]=1[CH2:9][N:30]1[CH2:35][CH2:34][O:33][CH2:32][CH2:31]1)[CH3:2]. The yield is 0.350.